This data is from Catalyst prediction with 721,799 reactions and 888 catalyst types from USPTO. The task is: Predict which catalyst facilitates the given reaction. (1) Reactant: [CH3:1][C:2]1[C:6]([C:7]2[CH:8]=[C:9](I)[C:10]3[NH:14][C:13](=[O:15])[NH:12][C:11]=3[CH:16]=2)=[C:5]([CH3:18])[O:4][N:3]=1.[CH3:19][C:20]1[CH:29]=[CH:28][C:27]2[C:22](=[CH:23][CH:24]=[CH:25][CH:26]=2)[C:21]=1B(O)O.C([O-])([O-])=O.[Cs+].[Cs+].O. Product: [CH3:1][C:2]1[C:6]([C:7]2[CH:8]=[C:9]([C:21]3[C:22]4[C:27](=[CH:26][CH:25]=[CH:24][CH:23]=4)[CH:28]=[CH:29][C:20]=3[CH3:19])[C:10]3[NH:14][C:13](=[O:15])[NH:12][C:11]=3[CH:16]=2)=[C:5]([CH3:18])[O:4][N:3]=1. The catalyst class is: 12. (2) Reactant: C1(P(C2C=CC=CC=2)C2C=CC=CC=2)C=CC=CC=1.[Br:20]N1C(=O)CCC1=O.[CH3:28][O:29][C:30]1[C:35]([CH2:36]O)=[C:34]([CH3:38])[CH:33]=[CH:32][N:31]=1.O. Product: [Br:20][CH2:36][C:35]1[C:30]([O:29][CH3:28])=[N:31][CH:32]=[CH:33][C:34]=1[CH3:38]. The catalyst class is: 2. (3) Reactant: [Cl:1][C:2]1[CH:7]=[C:6]([N+:8]([O-])=O)[C:5]([C:11]2[CH:16]=[CH:15][CH:14]=[CH:13][CH:12]=2)=[C:4]([C:17]2[CH2:22][CH2:21][CH2:20][CH2:19][CH:18]=2)[CH:3]=1. Product: [Cl:1][C:2]1[CH:7]=[C:6]([NH2:8])[C:5]([C:11]2[CH:12]=[CH:13][CH:14]=[CH:15][CH:16]=2)=[C:4]([C:17]2[CH2:22][CH2:21][CH2:20][CH2:19][CH:18]=2)[CH:3]=1. The catalyst class is: 292. (4) Reactant: [CH3:1][CH2:2][CH2:3][CH2:4][CH2:5][CH2:6]CN1C(C)=CS/C/1=C/C1SC=C(C)[N+]=1[CH2:1][CH2:2][CH2:3][CH2:4][CH2:5][CH2:6]C.[I-].[OH-].[Na+].[Na].[Na].[Na].[Na].C(ON(O[C:52](=[O:54])[CH3:53])CCN(OC(=O)C)OC(=O)C)(=O)C.C=CC1C=CC=CC=1.C(O)(=[O:66])C=C.CC(C(C(C(S)(C)C)(C)C)(C)C)C.[OH-].[NH4+]. Product: [CH3:1]/[CH:2]=[CH:3]/[CH:4]1[CH2:53][C@H:52]([OH:54])[C@H:6]([OH:66])[CH2:5]1. The catalyst class is: 6. (5) Reactant: [Br:1][C:2]1[CH:17]=[CH:16][C:5]2[N:6]([C:9]3[CH:10]=[C:11]([CH:13]=[CH:14][CH:15]=3)[NH2:12])[CH:7]=[N:8][C:4]=2[CH:3]=1.Cl[C:19](OC1C=CC([N+]([O-])=O)=CC=1)=[O:20].C(N(CC)CC)C.[F:38][C:39]([F:43])([F:42])[CH2:40][NH2:41]. Product: [Br:1][C:2]1[CH:17]=[CH:16][C:5]2[N:6]([C:9]3[CH:10]=[C:11]([NH:12][C:19]([NH:41][CH2:40][C:39]([F:43])([F:42])[F:38])=[O:20])[CH:13]=[CH:14][CH:15]=3)[CH:7]=[N:8][C:4]=2[CH:3]=1. The catalyst class is: 453. (6) Product: [NH2:9][C:10]1[C:11]2[C:18]([Br:19])=[CH:17][N:16]([C@@H:20]3[O:24][C@:23]([C:1]#[CH:2])([CH2:25][OH:26])[C@@H:22]([OH:27])[CH2:21]3)[C:12]=2[N:13]=[CH:14][N:15]=1. The catalyst class is: 39. Reactant: [C:1]([Si](Cl)(C)C)(C)(C)[CH3:2].[NH2:9][C:10]1[C:11]2[C:18]([Br:19])=[CH:17][N:16]([C@@H:20]3[O:24][C@H:23]([CH2:25][OH:26])[C@@H:22]([OH:27])[CH2:21]3)[C:12]=2[N:13]=[CH:14][N:15]=1.N1C=CN=C1. (7) Reactant: [Cl:1][C:2]1[CH:3]=[C:4]2[C:9](=[CH:10][C:11]=1[C:12](O)=[O:13])[N:8]=[CH:7][N:6]=[C:5]2[NH:15][C@@H:16]([C:20]1[NH:24][C:23]2[CH:25]=[CH:26][C:27]([Cl:29])=[CH:28][C:22]=2[N:21]=1)[CH2:17][O:18][CH3:19].CN(C(ON1N=NC2C=CC=CC1=2)=[N+](C)C)C.[B-](F)(F)(F)F.CN1CCOCC1.[S:59]1[CH2:63][CH2:62][NH:61][CH2:60]1. Product: [Cl:1][C:2]1[CH:3]=[C:4]2[C:9](=[CH:10][C:11]=1[C:12]([CH:60]1[NH:61][CH2:62][CH2:63][S:59]1)=[O:13])[N:8]=[CH:7][N:6]=[C:5]2[NH:15][C@@H:16]([C:20]1[NH:24][C:23]2[CH:25]=[CH:26][C:27]([Cl:29])=[CH:28][C:22]=2[N:21]=1)[CH2:17][O:18][CH3:19]. The catalyst class is: 9.